Dataset: Full USPTO retrosynthesis dataset with 1.9M reactions from patents (1976-2016). Task: Predict the reactants needed to synthesize the given product. (1) The reactants are: Br[C:2]1[CH:3]=[C:4]([CH:7]=[CH:8][CH:9]=1)[CH2:5][OH:6].[B:10]1([B:10]2[O:14][C:13]([CH3:16])([CH3:15])[C:12]([CH3:18])([CH3:17])[O:11]2)[O:14][C:13]([CH3:16])([CH3:15])[C:12]([CH3:18])([CH3:17])[O:11]1.C([O-])(=O)C.[K+]. Given the product [CH3:17][C:12]1([CH3:18])[C:13]([CH3:16])([CH3:15])[O:14][B:10]([C:2]2[CH:3]=[C:4]([CH2:5][OH:6])[CH:7]=[CH:8][CH:9]=2)[O:11]1, predict the reactants needed to synthesize it. (2) Given the product [CH3:40][O:39][N:38]([CH3:37])[C:11](=[O:13])[CH:10]([CH3:14])[CH2:9][NH:8][C:6](=[O:7])[O:5][C:1]([CH3:2])([CH3:3])[CH3:4], predict the reactants needed to synthesize it. The reactants are: [C:1]([O:5][C:6]([NH:8][CH2:9][CH:10]([CH3:14])[C:11]([OH:13])=O)=[O:7])([CH3:4])([CH3:3])[CH3:2].C1C=CC2N(O)N=NC=2C=1.C(Cl)CCl.C(N(CC)CC)C.Cl.[CH3:37][NH:38][O:39][CH3:40]. (3) Given the product [Cl:1][C:2]1[CH:3]=[C:4]([CH:9]([CH2:13][CH:14]=[CH2:15])[C:10]([Cl:19])=[O:11])[CH:5]=[CH:6][C:7]=1[Cl:8], predict the reactants needed to synthesize it. The reactants are: [Cl:1][C:2]1[CH:3]=[C:4]([CH:9]([CH2:13][CH:14]=[CH2:15])[C:10](O)=[O:11])[CH:5]=[CH:6][C:7]=1[Cl:8].C(Cl)(=O)C([Cl:19])=O.CN(C)C=O. (4) Given the product [C:1]1([C:20]2[CH:21]=[CH:22][CH:23]=[CH:24][CH:25]=2)[CH:6]=[CH:5][C:4]([O:7][CH2:8][CH2:9][CH2:10][CH2:11]/[CH:12]=[CH:13]/[C:14](=[O:19])[C:15]([F:17])([F:18])[F:16])=[CH:3][CH:2]=1, predict the reactants needed to synthesize it. The reactants are: [C:1]1([C:20]2[CH:25]=[CH:24][CH:23]=[CH:22][CH:21]=2)[CH:6]=[CH:5][C:4]([O:7][CH2:8][CH2:9][CH2:10][CH2:11]/[CH:12]=[CH:13]/[CH:14]([OH:19])[C:15]([F:18])([F:17])[F:16])=[CH:3][CH:2]=1.CC(OI1(OC(C)=O)(OC(C)=O)OC(=O)C2C=CC=CC1=2)=O. (5) Given the product [F:24][CH:2]([F:1])[C:3]1[N:8]2[N:9]=[CH:10][C:11]([C:12]#[C:13][C:26]3[CH:27]=[CH:28][C:29]([S:32]([NH:35][CH3:36])(=[O:33])=[O:34])=[CH:30][CH:31]=3)=[C:7]2[N:6]=[C:5]([C:14]2[CH:19]=[CH:18][C:17]([C:20]([F:23])([F:22])[F:21])=[CH:16][CH:15]=2)[CH:4]=1, predict the reactants needed to synthesize it. The reactants are: [F:1][CH:2]([F:24])[C:3]1[N:8]2[N:9]=[CH:10][C:11]([C:12]#[CH:13])=[C:7]2[N:6]=[C:5]([C:14]2[CH:19]=[CH:18][C:17]([C:20]([F:23])([F:22])[F:21])=[CH:16][CH:15]=2)[CH:4]=1.Br[C:26]1[CH:31]=[CH:30][C:29]([S:32]([NH:35][CH3:36])(=[O:34])=[O:33])=[CH:28][CH:27]=1. (6) The reactants are: [BH4-].[Na+].[CH3:3][S:4][CH2:5][C:6]1[CH:12]=[CH:11][O:10][C:7]=1[CH:8]=[O:9]. Given the product [CH3:3][S:4][CH2:5][C:6]1[CH:12]=[CH:11][O:10][C:7]=1[CH2:8][OH:9], predict the reactants needed to synthesize it. (7) Given the product [CH3:1][O:2][C:3]([C:5]1[C:6](=[O:17])[S:7][C:8]2[C:13]([C:14]=1[OH:15])=[CH:12][CH:11]=[C:10]([C:22]1[CH:23]=[CH:24][C:19]([CH3:18])=[CH:20][CH:21]=1)[CH:9]=2)=[O:4], predict the reactants needed to synthesize it. The reactants are: [CH3:1][O:2][C:3]([C:5]1[C:6](=[O:17])[S:7][C:8]2[C:13]([C:14]=1[OH:15])=[CH:12][CH:11]=[C:10](Br)[CH:9]=2)=[O:4].[CH3:18][C:19]1[CH:24]=[CH:23][C:22](B(O)O)=[CH:21][CH:20]=1.